Predict the reaction yield, written as a fraction of the theoretical maximum amount of product (1.0 means a 100% yield; for example, 0.34 means a 34% yield). From a dataset of Reaction yield outcomes from USPTO patents with 853,638 reactions. (1) The reactants are [NH2:1][C@@H:2]([CH3:7])[C:3]([O:5][CH3:6])=[O:4].Cl[C:9]1[N:14]=[C:13]([N:15]2[C@@H:19]([CH:20]([CH3:22])[CH3:21])[CH2:18][O:17][C:16]2=[O:23])[CH:12]=[CH:11][N:10]=1.CCN(C(C)C)C(C)C. The catalyst is O. The product is [CH:20]([C@H:19]1[CH2:18][O:17][C:16](=[O:23])[N:15]1[C:13]1[CH:12]=[CH:11][N:10]=[C:9]([NH:1][C@@H:2]([CH3:7])[C:3]([O:5][CH3:6])=[O:4])[N:14]=1)([CH3:22])[CH3:21]. The yield is 0.474. (2) The reactants are [CH:1]1([O:5][C:6]2[C:15]([C:16]3[CH:17]=[N:18][NH:19][CH:20]=3)=[CH:14][CH:13]=[C:12]3[C:7]=2[CH2:8][CH2:9][C@H:10]([CH3:25])[N:11]3[C:21]([O:23][CH3:24])=[O:22])[CH2:4][CH2:3][CH2:2]1.CS(O[CH:31]1[CH2:36][CH2:35][S:34](=[O:38])(=[O:37])[CH2:33][CH2:32]1)(=O)=O.C(=O)([O-])[O-].[Cs+].[Cs+]. The catalyst is CN(C)C=O.O. The product is [CH:1]1([O:5][C:6]2[C:15]([C:16]3[CH:20]=[N:19][N:18]([CH:31]4[CH2:36][CH2:35][S:34](=[O:38])(=[O:37])[CH2:33][CH2:32]4)[CH:17]=3)=[CH:14][CH:13]=[C:12]3[C:7]=2[CH2:8][CH2:9][C@H:10]([CH3:25])[N:11]3[C:21]([O:23][CH3:24])=[O:22])[CH2:2][CH2:3][CH2:4]1. The yield is 0.180. (3) The reactants are [H-].[Na+].[CH3:3][C:4]1[CH:13]=[C:12]([N:14]2[CH2:18][CH2:17][CH2:16][CH2:15]2)[C:11]2[C:6](=[CH:7][C:8]([CH2:19][OH:20])=[CH:9][CH:10]=2)[N:5]=1.Cl.Cl[C:23]1[CH:28]=[CH:27][N:26]=[CH:25][CH:24]=1. No catalyst specified. The product is [CH3:3][C:4]1[CH:13]=[C:12]([N:14]2[CH2:18][CH2:17][CH2:16][CH2:15]2)[C:11]2[C:6](=[CH:7][C:8]([CH2:19][O:20][C:23]3[CH:28]=[CH:27][N:26]=[CH:25][CH:24]=3)=[CH:9][CH:10]=2)[N:5]=1. The yield is 0.240. (4) The yield is 0.270. The reactants are [Cl:1][C:2]1[C:12]([Cl:13])=[CH:11][CH:10]=[CH:9][C:3]=1[CH2:4][NH:5][CH2:6][CH2:7][OH:8].CC(C)([O-])C.[Na+].[Cl:20][C:21]1[CH:26]=[C:25]([C:27]2[N:28]=[N:29][C:30](Cl)=[CH:31][CH:32]=2)[CH:24]=[C:23]([Cl:34])[C:22]=1[OH:35]. The product is [Cl:34][C:23]1[CH:24]=[C:25]([C:27]2[N:28]=[N:29][C:30]([N:5]([CH2:4][C:3]3[CH:9]=[CH:10][CH:11]=[C:12]([Cl:13])[C:2]=3[Cl:1])[CH2:6][CH2:7][OH:8])=[CH:31][CH:32]=2)[CH:26]=[C:21]([Cl:20])[C:22]=1[OH:35]. The catalyst is C1COCC1.ClCCl. (5) The reactants are [C:1]([O:5][C:6](=[O:34])[CH2:7][O:8][C:9]1[C:18]2[CH2:17][CH2:16][CH2:15][C@@H:14]([NH:19][S:20]([C:23]3[CH:28]=[C:27]([C:29]([F:32])([F:31])[F:30])[CH:26]=[C:25](Br)[CH:24]=3)(=[O:22])=[O:21])[C:13]=2[CH:12]=[CH:11][CH:10]=1)([CH3:4])([CH3:3])[CH3:2].[CH3:35][C:36](C)([O-])[CH3:37].[K+].C(B1OC(C)(C)C(C)(C)O1)(C)=C. The catalyst is CN(C)C=O.C1C=CC([P]([Pd]([P](C2C=CC=CC=2)(C2C=CC=CC=2)C2C=CC=CC=2)([P](C2C=CC=CC=2)(C2C=CC=CC=2)C2C=CC=CC=2)[P](C2C=CC=CC=2)(C2C=CC=CC=2)C2C=CC=CC=2)(C2C=CC=CC=2)C2C=CC=CC=2)=CC=1. The product is [C:1]([O:5][C:6](=[O:34])[CH2:7][O:8][C:9]1[C:18]2[CH2:17][CH2:16][CH2:15][C@@H:14]([NH:19][S:20]([C:23]3[CH:28]=[C:27]([C:29]([F:32])([F:31])[F:30])[CH:26]=[C:25]([C:36]([CH3:37])=[CH2:35])[CH:24]=3)(=[O:22])=[O:21])[C:13]=2[CH:12]=[CH:11][CH:10]=1)([CH3:4])([CH3:3])[CH3:2]. The yield is 0.540. (6) The reactants are [CH:1]([C:3]1[C:4]([NH:9]C(=O)C(C)(C)C)=[N:5][CH:6]=[CH:7][CH:8]=1)=O.[C:16]([O:24][CH2:25][CH3:26])(=[O:23])[CH2:17][C:18]([O:20]CC)=O.N1CCCC1. The catalyst is C(O)C. The product is [O:20]=[C:18]1[C:17]([C:16]([O:24][CH2:25][CH3:26])=[O:23])=[CH:1][C:3]2[C:4](=[N:5][CH:6]=[CH:7][CH:8]=2)[NH:9]1. The yield is 0.320. (7) The reactants are [CH2:1]([O:8][C:9]1[CH:14]=[CH:13][C:12]([NH:15][C:16]2[C:25]3[C:20](=[CH:21][CH:22]=[C:23]([C:26]4OC(C=O)=[CH:28][CH:27]=4)[CH:24]=3)[N:19]=[CH:18][N:17]=2)=[CH:11][C:10]=1[C:33]([F:36])([F:35])[F:34])[C:2]1[CH:7]=[CH:6][CH:5]=[CH:4][CH:3]=1.[CH3:37][S:38]([CH2:41][CH2:42][NH2:43])(=[O:40])=[O:39].[C:44]([OH:47])(=O)[CH3:45].C([BH3-])#N.[Na+]. The catalyst is ClCCl.C(OCC)(=O)C. The product is [F:36][C:33]([F:34])([F:35])[C:10]1[CH:11]=[C:12]([NH:15][C:16]2[C:25]3[C:20](=[CH:21][CH:22]=[C:23]([C:26]4[CH:27]=[CH:28][O:47][C:44]=4[CH2:45][NH:43][CH2:42][CH2:41][S:38]([CH3:37])(=[O:40])=[O:39])[CH:24]=3)[N:19]=[CH:18][N:17]=2)[CH:13]=[CH:14][C:9]=1[O:8][CH2:1][C:2]1[CH:3]=[CH:4][CH:5]=[CH:6][CH:7]=1. The yield is 0.430. (8) The reactants are [Cl:1][C:2]1[CH:7]=[C:6]([CH:8]2[CH2:13][CH2:12][N:11](C(OC(C)(C)C)=O)[CH2:10][CH2:9]2)[CH:5]=[C:4]([N:21]2[CH2:25][CH2:24][C:23]([F:27])([F:26])[CH2:22]2)[N:3]=1.FC(F)(F)C(O)=O.[O:35]1[CH2:38][C:37](=O)[CH2:36]1.[Na]. The catalyst is ClCCl. The product is [Cl:1][C:2]1[CH:7]=[C:6]([CH:8]2[CH2:13][CH2:12][N:11]([CH:37]3[CH2:38][O:35][CH2:36]3)[CH2:10][CH2:9]2)[CH:5]=[C:4]([N:21]2[CH2:25][CH2:24][C:23]([F:26])([F:27])[CH2:22]2)[N:3]=1. The yield is 0.850. (9) The reactants are [CH3:1][C:2]1([CH3:14])[C:6]([CH3:8])([CH3:7])[O:5][B:4]([C:9]2[CH:10]=[N:11][NH:12][CH:13]=2)[O:3]1.C(OCN1C2N=CN=C(C3C=NN([CH:37]([O:39][CH2:40][CH3:41])[CH3:38])C=3)C=2C=C1)(=O)C(C)(C)C.Cl.C([O-])(O)=O.[Na+]. The catalyst is O1CCOCC1.C1(C)C=CC=CC=1. The product is [CH2:37]([O:39][CH2:40][CH2:41][N:12]1[CH:13]=[C:9]([B:4]2[O:5][C:6]([CH3:7])([CH3:8])[C:2]([CH3:14])([CH3:1])[O:3]2)[CH:10]=[N:11]1)[CH3:38]. The yield is 0.973. (10) The reactants are [N+:1]([C:4]1[CH:5]=[C:6]2[C:10](=[CH:11][CH:12]=1)[CH2:9][N:8]([C:13]([O:15][C:16]([CH3:19])([CH3:18])[CH3:17])=[O:14])[CH2:7]2)([O-])=O. The catalyst is CO.[Pd]. The product is [NH2:1][C:4]1[CH:5]=[C:6]2[C:10](=[CH:11][CH:12]=1)[CH2:9][N:8]([C:13]([O:15][C:16]([CH3:19])([CH3:18])[CH3:17])=[O:14])[CH2:7]2. The yield is 0.922.